Dataset: TCR-epitope binding with 47,182 pairs between 192 epitopes and 23,139 TCRs. Task: Binary Classification. Given a T-cell receptor sequence (or CDR3 region) and an epitope sequence, predict whether binding occurs between them. The epitope is NLNESLIDL. The TCR CDR3 sequence is CASSLGGGQNGYTF. Result: 0 (the TCR does not bind to the epitope).